This data is from Full USPTO retrosynthesis dataset with 1.9M reactions from patents (1976-2016). The task is: Predict the reactants needed to synthesize the given product. (1) Given the product [CH3:19][C:17]1[C:16]2[C:12](=[CH:13][N:14]([CH2:20][O:21][CH2:22][CH2:23][Si:24]([CH3:25])([CH3:27])[CH3:26])[N:15]=2)[CH:11]=[C:10]([CH2:9][CH:8]([NH:7][C:6](=[O:33])[O:5][C:1]([CH3:4])([CH3:2])[CH3:3])[C:28]2[N:29]([CH2:35][C:36]3[CH:37]=[N:38][CH:39]=[CH:40][CH:41]=3)[CH:30]=[CH:31][N:32]=2)[CH:18]=1, predict the reactants needed to synthesize it. The reactants are: [C:1]([O:5][C:6](=[O:33])[NH:7][CH:8]([C:28]1[NH:29][CH:30]=[CH:31][N:32]=1)[CH2:9][C:10]1[CH:18]=[C:17]([CH3:19])[C:16]2[C:12](=[CH:13][N:14]([CH2:20][O:21][CH2:22][CH2:23][Si:24]([CH3:27])([CH3:26])[CH3:25])[N:15]=2)[CH:11]=1)([CH3:4])([CH3:3])[CH3:2].Cl[CH2:35][C:36]1[CH:37]=[N:38][CH:39]=[CH:40][CH:41]=1.C(=O)([O-])[O-].[Cs+].[Cs+]. (2) Given the product [F:1][C:2]1[CH:3]=[C:4]2[C:10]([C:11]3[N:16]=[C:15]([NH:17][C@@H:18]([C:23]([CH3:26])([CH3:25])[CH3:24])[CH2:19][C:20]([OH:22])=[O:21])[CH:14]=[CH:13][N:12]=3)=[N:9][NH:8][C:5]2=[N:6][CH:7]=1, predict the reactants needed to synthesize it. The reactants are: [F:1][C:2]1[CH:3]=[C:4]2[C:10]([C:11]3[N:16]=[C:15]([NH:17][C@@H:18]([C:23]([CH3:26])([CH3:25])[CH3:24])[CH2:19][C:20]([OH:22])=[O:21])[CH:14]=[CH:13][N:12]=3)=[N:9][N:8](C(C3C=CC=CC=3)(C3C=CC=CC=3)C3C=CC=CC=3)[C:5]2=[N:6][CH:7]=1.C([SiH](CC)CC)C.FC(F)(F)C(O)=O.